From a dataset of Forward reaction prediction with 1.9M reactions from USPTO patents (1976-2016). Predict the product of the given reaction. (1) Given the reactants [CH3:1][C:2]1[C:7]([C:8]#[N:9])=[CH:6][N:5]=[CH:4][CH:3]=1.S(Cl)([Cl:13])(=O)=O.C(Cl)Cl, predict the reaction product. The product is: [Cl:13][CH2:1][C:2]1[C:7]([C:8]#[N:9])=[CH:6][N:5]=[CH:4][CH:3]=1. (2) Given the reactants C(OC([N:8]1[CH2:15][C@H:14]2[N:16](C(OC(C)(C)C)=O)[C@H:10]([CH2:11][C:12]([C:27]3[CH:32]=[CH:31][C:30]([CH2:33][CH2:34][O:35][C:36]4[C:41]([Cl:42])=[CH:40][C:39]([CH3:43])=[CH:38][C:37]=4[Cl:44])=[CH:29][CH:28]=3)=[C:13]2[C:24](O)=[O:25])[CH2:9]1)=O)(C)(C)C.[Cl:45][C:46]1[CH:56]=[CH:55][C:54]([CH2:57][CH2:58][O:59][CH3:60])=[CH:53][C:47]=1[CH2:48][NH:49][CH:50]1[CH2:52][CH2:51]1, predict the reaction product. The product is: [Cl:45][C:46]1[CH:56]=[CH:55][C:54]([CH2:57][CH2:58][O:59][CH3:60])=[CH:53][C:47]=1[CH2:48][N:49]([CH:50]1[CH2:51][CH2:52]1)[C:24]([C:13]1[C@@H:14]2[NH:16][C@H:10]([CH2:11][C:12]=1[C:27]1[CH:32]=[CH:31][C:30]([CH2:33][CH2:34][O:35][C:36]3[C:41]([Cl:42])=[CH:40][C:39]([CH3:43])=[CH:38][C:37]=3[Cl:44])=[CH:29][CH:28]=1)[CH2:9][NH:8][CH2:15]2)=[O:25]. (3) Given the reactants [Cl:1][C:2]1[CH:10]=[CH:9][C:8]([CH3:11])=[CH:7][C:3]=1[C:4]([OH:6])=[O:5].[C:12](Cl)(=O)C(Cl)=O.CO, predict the reaction product. The product is: [Cl:1][C:2]1[CH:10]=[CH:9][C:8]([CH3:11])=[CH:7][C:3]=1[C:4]([O:6][CH3:12])=[O:5]. (4) The product is: [F:29][C:14]([F:13])([F:28])[C:15]1[CH:16]=[C:17]([CH:25]=[CH:26][CH:27]=1)[O:18][CH:19]1[CH2:20][CH2:21][N:22]([C:10](=[O:12])[CH2:9][NH:8][C:7]2[C:2](=[O:1])[NH:3][N:4]=[CH:5][CH:6]=2)[CH2:23][CH2:24]1. Given the reactants [O:1]=[C:2]1[C:7]([NH:8][CH2:9][C:10]([OH:12])=O)=[CH:6][CH:5]=[N:4][NH:3]1.[F:13][C:14]([F:29])([F:28])[C:15]1[CH:16]=[C:17]([CH:25]=[CH:26][CH:27]=1)[O:18][CH:19]1[CH2:24][CH2:23][NH:22][CH2:21][CH2:20]1.Cl.FC(F)(F)C1C=CC=CC=1OC1CCNCC1, predict the reaction product.